This data is from Full USPTO retrosynthesis dataset with 1.9M reactions from patents (1976-2016). The task is: Predict the reactants needed to synthesize the given product. (1) Given the product [CH3:19][O:18][N:17]([CH3:16])[C:12]([C:10]1[NH:9][N:8]=[C:7]([C:1]2[CH:6]=[CH:5][CH:4]=[CH:3][CH:2]=2)[CH:11]=1)=[O:14], predict the reactants needed to synthesize it. The reactants are: [C:1]1([C:7]2[CH:11]=[C:10]([C:12]([OH:14])=O)[NH:9][N:8]=2)[CH:6]=[CH:5][CH:4]=[CH:3][CH:2]=1.Cl.[CH3:16][NH:17][O:18][CH3:19].C(N(CC)CC)C.Cl.CN(C)CCCN=C=NCC. (2) Given the product [C:32]([O:36][C:37]([N:39]1[CH2:43][C@H:42]([O:44][C:45]2[C:54]3[C:49](=[CH:50][C:51]([O:55][CH3:56])=[CH:52][CH:53]=3)[N:48]=[C:47]([C:57]3[N:58]=[C:59]([NH:62][CH:63]([CH3:64])[CH3:65])[S:60][CH:61]=3)[CH:46]=2)[CH2:41][C@H:40]1[C:66](=[O:67])[NH:27][C@:22]1([C:20]([NH:19][S:18]([C:13]2[CH:14]=[CH:15][CH:16]=[CH:17][C:12]=2[NH:11][C:10](=[O:30])[CH2:9][CH2:8][CH2:7][CH2:6][CH2:5][CH2:4][C:3]([O:2][CH3:1])=[O:31])(=[O:29])=[O:28])=[O:21])[CH2:24][C@H:23]1[CH:25]=[CH2:26])=[O:38])([CH3:35])([CH3:33])[CH3:34], predict the reactants needed to synthesize it. The reactants are: [CH3:1][O:2][C:3](=[O:31])[CH2:4][CH2:5][CH2:6][CH2:7][CH2:8][CH2:9][C:10](=[O:30])[NH:11][C:12]1[CH:17]=[CH:16][CH:15]=[CH:14][C:13]=1[S:18](=[O:29])(=[O:28])[NH:19][C:20]([C@@:22]1([NH2:27])[CH2:24][C@H:23]1[CH:25]=[CH2:26])=[O:21].[C:32]([O:36][C:37]([N:39]1[CH2:43][C@H:42]([O:44][C:45]2[C:54]3[C:49](=[CH:50][C:51]([O:55][CH3:56])=[CH:52][CH:53]=3)[N:48]=[C:47]([C:57]3[N:58]=[C:59]([NH:62][CH:63]([CH3:65])[CH3:64])[S:60][CH:61]=3)[CH:46]=2)[CH2:41][C@H:40]1[C:66](O)=[O:67])=[O:38])([CH3:35])([CH3:34])[CH3:33].CN(C(ON1N=NC2C=CC=CC1=2)=[N+](C)C)C.F[P-](F)(F)(F)(F)F.CCN(C(C)C)C(C)C. (3) Given the product [C:20]([O:19][C:17]([N:24]1[CH2:29][CH2:28][N:27]([C:2]2[CH:7]=[CH:6][CH:5]=[C:4]([N+:8]([O-:10])=[O:9])[CH:3]=2)[CH2:26][CH2:25]1)=[O:18])([CH3:23])([CH3:21])[CH3:22], predict the reactants needed to synthesize it. The reactants are: F[C:2]1[CH:7]=[CH:6][CH:5]=[C:4]([N+:8]([O-:10])=[O:9])[CH:3]=1.C(=O)([O-])[O-].[K+].[K+].[C:17]([N:24]1[CH2:29][CH2:28][NH:27][CH2:26][CH2:25]1)([O:19][C:20]([CH3:23])([CH3:22])[CH3:21])=[O:18].